Dataset: Forward reaction prediction with 1.9M reactions from USPTO patents (1976-2016). Task: Predict the product of the given reaction. (1) Given the reactants S[C:2]1[NH:7][C:6](=[O:8])[C:5]([O:9][CH3:10])=[CH:4][N:3]=1, predict the reaction product. The product is: [CH3:10][O:9][C:5]1[C:6](=[O:8])[NH:7][CH:2]=[N:3][CH:4]=1. (2) Given the reactants [NH2:1][C@@H:2]1[CH2:6][CH2:5][N:4](C(OC(C)(C)C)=O)[CH2:3]1.[CH3:14][O:15][C:16]1[CH:24]=[C:23]([O:25][CH3:26])[CH:22]=[C:21]2[C:17]=1[CH:18]=[C:19]([C:27](O)=[O:28])[NH:20]2.N, predict the reaction product. The product is: [CH3:14][O:15][C:16]1[CH:24]=[C:23]([O:25][CH3:26])[CH:22]=[C:21]2[C:17]=1[CH:18]=[C:19]([C:27]([NH:1][C@@H:2]1[CH2:6][CH2:5][NH:4][CH2:3]1)=[O:28])[NH:20]2. (3) Given the reactants [CH2:1]([O:3][C:4]([C:6]1([C:9]2[CH:14]=[CH:13][C:12]([C:15]3[CH:20]=[CH:19][C:18]([C:21]4[O:25][N:24]=[C:23]([CH3:26])[C:22]=4[NH2:27])=[CH:17][CH:16]=3)=[CH:11][CH:10]=2)[CH2:8][CH2:7]1)=[O:5])[CH3:2].Br[C:29]1[CH:30]=[N:31][CH:32]=[C:33]([C:35]2[CH:40]=[CH:39][CH:38]=[CH:37][CH:36]=2)[CH:34]=1, predict the reaction product. The product is: [CH2:1]([O:3][C:4]([C:6]1([C:9]2[CH:10]=[CH:11][C:12]([C:15]3[CH:20]=[CH:19][C:18]([C:21]4[O:25][N:24]=[C:23]([CH3:26])[C:22]=4[NH:27][C:29]4[CH:30]=[N:31][CH:32]=[C:33]([C:35]5[CH:36]=[CH:37][CH:38]=[CH:39][CH:40]=5)[CH:34]=4)=[CH:17][CH:16]=3)=[CH:13][CH:14]=2)[CH2:8][CH2:7]1)=[O:5])[CH3:2]. (4) Given the reactants [CH3:1][O:2][C:3]1[CH:4]=[CH:5][C:6]2[NH:12][C:11](=[O:13])[N:10]([CH:14]3[CH2:19][CH2:18][N:17]([C:20]([O:22][C@@H:23]([C:37]([OH:39])=O)[CH2:24][C:25]4[CH:30]=[C:29]([C:31]([F:34])([F:33])[F:32])[C:28]([NH2:35])=[C:27]([Cl:36])[CH:26]=4)=[O:21])[CH2:16][CH2:15]3)[CH2:9][CH2:8][C:7]=2[CH:40]=1.[CH2:41]([O:43][C:44](=[O:58])[CH2:45][N:46]1[CH2:51][CH2:50][CH:49]([CH:52]2[CH2:57][CH2:56][NH:55][CH2:54][CH2:53]2)[CH2:48][CH2:47]1)[CH3:42], predict the reaction product. The product is: [CH3:1][O:2][C:3]1[CH:4]=[CH:5][C:6]2[NH:12][C:11](=[O:13])[N:10]([CH:14]3[CH2:15][CH2:16][N:17]([C:20]([O:22][C@H:23]([CH2:24][C:25]4[CH:30]=[C:29]([C:31]([F:32])([F:33])[F:34])[C:28]([NH2:35])=[C:27]([Cl:36])[CH:26]=4)[C:37]([N:55]4[CH2:54][CH2:53][CH:52]([CH:49]5[CH2:48][CH2:47][N:46]([CH2:45][C:44]([O:43][CH2:41][CH3:42])=[O:58])[CH2:51][CH2:50]5)[CH2:57][CH2:56]4)=[O:39])=[O:21])[CH2:18][CH2:19]3)[CH2:9][CH2:8][C:7]=2[CH:40]=1. (5) Given the reactants Cl[C:2]1[N:3]=[C:4]([N:16]2[CH2:21][CH2:20][O:19][CH2:18][CH2:17]2)[C:5]2[CH2:10][N:9]([C:11]([O:13][CH2:14][CH3:15])=[O:12])[CH2:8][C:6]=2[N:7]=1.[F:22][C:23]1[CH:24]=[C:25]([NH:38][C:39]([NH:41][CH2:42][CH2:43][OH:44])=[O:40])[CH:26]=[CH:27][C:28]=1B1OC(C)(C)C(C)(C)O1, predict the reaction product. The product is: [F:22][C:23]1[CH:24]=[C:25]([NH:38][C:39]([NH:41][CH2:42][CH2:43][OH:44])=[O:40])[CH:26]=[CH:27][C:28]=1[C:2]1[N:3]=[C:4]([N:16]2[CH2:21][CH2:20][O:19][CH2:18][CH2:17]2)[C:5]2[CH2:10][N:9]([C:11]([O:13][CH2:14][CH3:15])=[O:12])[CH2:8][C:6]=2[N:7]=1. (6) The product is: [Cl:1][C:2]1[CH:3]=[C:4]([C:9]2([C:16]([F:19])([F:18])[F:17])[O:13][N:12]=[C:11]([CH:14]=[N:20][OH:21])[CH2:10]2)[CH:5]=[C:6]([Cl:8])[CH:7]=1. Given the reactants [Cl:1][C:2]1[CH:3]=[C:4]([C:9]2([C:16]([F:19])([F:18])[F:17])[O:13][N:12]=[C:11]([CH:14]=O)[CH2:10]2)[CH:5]=[C:6]([Cl:8])[CH:7]=1.[NH2:20][OH:21], predict the reaction product. (7) Given the reactants N[C:2]1[CH:7]=[CH:6][C:5]([N:8]2[CH:13]=[CH:12][CH:11]=[CH:10][C:9]2=[O:14])=[CH:4][C:3]=1[O:15][CH2:16][CH2:17][N:18]1[CH2:23][CH2:22][CH2:21][CH2:20][CH2:19]1.N([O-])=O.[Na+].[Na+].[I-:29], predict the reaction product. The product is: [I:29][C:2]1[CH:7]=[CH:6][C:5]([N:8]2[CH:13]=[CH:12][CH:11]=[CH:10][C:9]2=[O:14])=[CH:4][C:3]=1[O:15][CH2:16][CH2:17][N:18]1[CH2:23][CH2:22][CH2:21][CH2:20][CH2:19]1.